Dataset: Reaction yield outcomes from USPTO patents with 853,638 reactions. Task: Predict the reaction yield, written as a fraction of the theoretical maximum amount of product (1.0 means a 100% yield; for example, 0.34 means a 34% yield). (1) The reactants are [CH3:1][O:2][C:3]1[CH:4]=[C:5]([CH:8]=[C:9]([O:11][CH3:12])[CH:10]=1)[CH:6]=O.[N:13]([CH2:16][C:17]([O:19][CH3:20])=[O:18])=[N+:14]=[N-:15].C[O-].[Na+]. The catalyst is CO. The product is [N:13]([C:16](=[CH:6][C:5]1[CH:4]=[C:3]([O:2][CH3:1])[CH:10]=[C:9]([O:11][CH3:12])[CH:8]=1)[C:17]([O:19][CH3:20])=[O:18])=[N+:14]=[N-:15]. The yield is 0.570. (2) The reactants are [CH2:1]([NH:3][C:4]([NH:6][C:7]1[CH:12]=[CH:11][C:10]([C:13]2[N:14]=[C:15]([N:22]3[CH2:27][CH2:26][O:25][CH2:24][C@@H:23]3[CH3:28])[C:16]3[CH2:21][NH:20][CH2:19][C:17]=3[N:18]=2)=[CH:9][C:8]=1[F:29])=[O:5])[CH3:2].C(N(CC)CC)C.[C:37]([N:40]1[CH2:45][CH2:44][C:43](=O)[CH2:42][CH2:41]1)(=[O:39])[CH3:38].C(O[BH-](OC(=O)C)OC(=O)C)(=O)C.[Na+]. The catalyst is C1COCC1. The product is [C:37]([N:40]1[CH2:45][CH2:44][CH:43]([N:20]2[CH2:21][C:16]3[C:15]([N:22]4[CH2:27][CH2:26][O:25][CH2:24][C@@H:23]4[CH3:28])=[N:14][C:13]([C:10]4[CH:11]=[CH:12][C:7]([NH:6][C:4]([NH:3][CH2:1][CH3:2])=[O:5])=[C:8]([F:29])[CH:9]=4)=[N:18][C:17]=3[CH2:19]2)[CH2:42][CH2:41]1)(=[O:39])[CH3:38]. The yield is 0.0600. (3) The product is [CH2:29]([N:36]1[CH2:9][C@H:10]([CH3:23])[CH2:11][C@H:12]([NH:15][C:16](=[O:22])[O:17][C:18]([CH3:21])([CH3:20])[CH3:19])[CH2:13]1)[C:30]1[CH:35]=[CH:34][CH:33]=[CH:32][CH:31]=1. The catalyst is C(Cl)Cl.CCOC(C)=O. The yield is 0.670. The reactants are C(N(CC)CC)C.O[CH2:9][C@H:10]([CH3:23])[CH2:11][C@H:12]([NH:15][C:16](=[O:22])[O:17][C:18]([CH3:21])([CH3:20])[CH3:19])[CH2:13]O.CS(Cl)(=O)=O.[CH2:29]([NH2:36])[C:30]1[CH:35]=[CH:34][CH:33]=[CH:32][CH:31]=1. (4) The reactants are [NH:1]1[C:9]2[C:4](=[CH:5][CH:6]=[CH:7][C:8]=2[CH:10]([C:16]2[CH:21]=[CH:20][CH:19]=[CH:18][CH:17]=2)[CH2:11][C:12]([NH:14][CH3:15])=O)[CH:3]=[CH:2]1.[H-].[H-].[H-].[H-].[Li+].[Al+3]. The catalyst is C1COCC1. The product is [NH:1]1[C:9]2[C:4](=[CH:5][CH:6]=[CH:7][C:8]=2[CH:10]([C:16]2[CH:17]=[CH:18][CH:19]=[CH:20][CH:21]=2)[CH2:11][CH2:12][NH:14][CH3:15])[CH:3]=[CH:2]1. The yield is 0.650. (5) The reactants are [CH3:1][O:2][C:3]1[CH:4]=[C:5]2[C:10](=[CH:11][C:12]=1[O:13][CH3:14])[N:9]=[CH:8][CH:7]=[C:6]2[O:15][C:16]1[CH:21]=[CH:20][C:19]([N+:22]([O-])=O)=[CH:18][N:17]=1.C1COCC1.CO. The catalyst is CN(C=O)C. The product is [CH3:1][O:2][C:3]1[CH:4]=[C:5]2[C:10](=[CH:11][C:12]=1[O:13][CH3:14])[N:9]=[CH:8][CH:7]=[C:6]2[O:15][C:16]1[N:17]=[CH:18][C:19]([NH2:22])=[CH:20][CH:21]=1. The yield is 0.981. (6) The reactants are [Br:1][CH2:2][CH2:3][OH:4].[N:5]1[CH:10]=[CH:9][CH:8]=[CH:7][CH:6]=1. The catalyst is C(#N)C. The product is [Br-:1].[OH:4][CH2:3][CH2:2][N+:5]1[CH:10]=[CH:9][CH:8]=[CH:7][CH:6]=1. The yield is 0.723. (7) The reactants are FC(F)(F)C(O)=O.[F:8][C:9]([F:60])([F:59])[C:10]1[CH:11]=[C:12]([CH:52]=[C:53]([C:55]([F:58])([F:57])[F:56])[CH:54]=1)[CH2:13][N:14]([C:46]1[N:47]=[N:48][N:49]([CH3:51])[N:50]=1)[C@H:15]1[CH2:21][CH2:20][CH2:19][N:18]([CH2:22][CH:23]2[CH2:28][CH2:27][N:26](C(OC(C)(C)C)=O)[CH2:25][CH2:24]2)[C:17]2[C:36]([CH3:45])=[C:37]([C:41]([F:44])([F:43])[F:42])[C:38]([CH3:40])=[CH:39][C:16]1=2.C(=O)(O)[O-].[Na+]. The catalyst is ClCCl. The product is [F:58][C:55]([F:56])([F:57])[C:53]1[CH:52]=[C:12]([CH:11]=[C:10]([C:9]([F:8])([F:59])[F:60])[CH:54]=1)[CH2:13][N:14]([C@H:15]1[CH2:21][CH2:20][CH2:19][N:18]([CH2:22][CH:23]2[CH2:24][CH2:25][NH:26][CH2:27][CH2:28]2)[C:17]2[C:36]([CH3:45])=[C:37]([C:41]([F:42])([F:43])[F:44])[C:38]([CH3:40])=[CH:39][C:16]1=2)[C:46]1[N:47]=[N:48][N:49]([CH3:51])[N:50]=1. The yield is 0.460.